Task: Predict the reactants needed to synthesize the given product.. Dataset: Retrosynthesis with 50K atom-mapped reactions and 10 reaction types from USPTO (1) Given the product OCCN1Cc2occc2C(Oc2ccc(Cl)c(Cl)c2)C1, predict the reactants needed to synthesize it. The reactants are: Clc1ccc(OC2CNCc3occc32)cc1Cl.OCCI. (2) Given the product O=C(Nc1ccc(-c2ccccc2)cc1-c1nnn[nH]1)c1cc(C(F)(F)F)cc(C(F)(F)F)c1, predict the reactants needed to synthesize it. The reactants are: N#Cc1cc(-c2ccccc2)ccc1NC(=O)c1cc(C(F)(F)F)cc(C(F)(F)F)c1.[N-]=[N+]=[N-]. (3) Given the product CC(C)Oc1ccc(-c2nc(-c3cccc4c(CCN5CC(C(=O)O)C5)cn(C)c34)no2)cc1Cl, predict the reactants needed to synthesize it. The reactants are: CC(C)Oc1ccc(-c2nc(-c3cccc4c(CC=O)cn(C)c34)no2)cc1Cl.O=C(O)C1CNC1. (4) The reactants are: CC(C)(C)OC(=O)N1CCNCC1.COc1cncc2nc(-c3ccnc(Cl)c3)nc(O)c12. Given the product COc1cncc2nc(-c3ccnc(Cl)c3)nc(N3CCN(C(=O)OC(C)(C)C)CC3)c12, predict the reactants needed to synthesize it.